From a dataset of Forward reaction prediction with 1.9M reactions from USPTO patents (1976-2016). Predict the product of the given reaction. Given the reactants C([O:4][C:5]1[CH:10]=[C:9]([C:11]#[N:12])[C:8](Br)=[C:7]([C:14]#[N:15])[C:6]=1[O:16]C(=O)C)(=O)C.[C:20]([C:23]1[CH:24]=[C:25](B(O)O)[CH:26]=[CH:27][CH:28]=1)([OH:22])=[O:21], predict the reaction product. The product is: [C:14]([C:7]1[C:6]([OH:16])=[C:5]([OH:4])[CH:10]=[C:9]([C:11]#[N:12])[C:8]=1[C:27]1[CH:26]=[CH:25][CH:24]=[C:23]([C:20]([OH:22])=[O:21])[CH:28]=1)#[N:15].